From a dataset of Catalyst prediction with 721,799 reactions and 888 catalyst types from USPTO. Predict which catalyst facilitates the given reaction. (1) Reactant: [N:1]1([C:7]([C:9]2[CH:14]=[CH:13][C:12]([N:15]3[CH:19]=[C:18]([C:20]4[C:28]5[C:23](=[CH:24][CH:25]=[C:26]([CH:29]6[CH2:34][CH2:33][NH:32][CH2:31][CH2:30]6)[CH:27]=5)[NH:22][N:21]=4)[N:17]=[N:16]3)=[CH:11][CH:10]=2)=[O:8])[CH2:6][CH2:5][O:4][CH2:3][CH2:2]1.[C:35](Cl)(=[O:37])[CH3:36]. Product: [C:35]([N:32]1[CH2:33][CH2:34][CH:29]([C:26]2[CH:27]=[C:28]3[C:23](=[CH:24][CH:25]=2)[NH:22][N:21]=[C:20]3[C:18]2[N:17]=[N:16][N:15]([C:12]3[CH:13]=[CH:14][C:9]([C:7]([N:1]4[CH2:2][CH2:3][O:4][CH2:5][CH2:6]4)=[O:8])=[CH:10][CH:11]=3)[CH:19]=2)[CH2:30][CH2:31]1)(=[O:37])[CH3:36]. The catalyst class is: 17. (2) Reactant: [CH3:1][CH:2]1[NH:6][C:5](=[O:7])[NH:4][C:3]1=[O:8].CC(C)([O-])C.[K+].Cl[CH2:16][O:17][CH2:18][C:19]1[CH:24]=[CH:23][CH:22]=[CH:21][CH:20]=1.O. Product: [CH2:18]([O:17][CH2:16][N:4]1[C:3](=[O:8])[CH:2]([CH3:1])[NH:6][C:5]1=[O:7])[C:19]1[CH:24]=[CH:23][CH:22]=[CH:21][CH:20]=1. The catalyst class is: 9. (3) The catalyst class is: 349. Product: [F:1][C:2]1[CH:11]=[CH:10][CH:9]=[C:8]2[C:3]=1[CH2:4][CH2:5][CH2:6][CH:7]2[CH2:12][C:13]([O:15][CH2:16][CH3:17])=[O:14]. Reactant: [F:1][C:2]1[CH:11]=[CH:10][CH:9]=[C:8]2[C:3]=1[CH2:4][CH2:5][CH2:6][C:7]2=[CH:12][C:13]([O:15][CH2:16][CH3:17])=[O:14]. (4) Reactant: [BH4-].[Na+].[C:3]([O:7][C:8]([NH:10][CH:11]([C:17]([C:19]1[CH:24]=[CH:23][C:22]([O:25][CH3:26])=[CH:21][CH:20]=1)=[O:18])[C:12]([O:14][CH2:15][CH3:16])=[O:13])=[O:9])([CH3:6])([CH3:5])[CH3:4].[Cl-].[NH4+]. Product: [C:3]([O:7][C:8]([NH:10][CH:11]([CH:17]([OH:18])[C:19]1[CH:20]=[CH:21][C:22]([O:25][CH3:26])=[CH:23][CH:24]=1)[C:12]([O:14][CH2:15][CH3:16])=[O:13])=[O:9])([CH3:6])([CH3:4])[CH3:5]. The catalyst class is: 8. (5) Reactant: C[O:2][C:3](=[O:29])[CH2:4][C:5]1[C:9]([C:10]#[N:11])=[C:8]([N:12]([CH2:19][C:20]([O:22]CC)=[O:21])[CH2:13][C:14](=[O:18])[O:15]CC)[S:7][C:6]=1[C:25]([O:27]C)=[O:26].[O:30]1CCCC1.[OH-:35].[Li+].[Cl-].[Sr+2:38].[Cl-]. Product: [CH2:4]([C:3]([O-:29])=[O:2])[C:5]1[C:9]([C:10]#[N:11])=[C:8]([N:12]([CH2:19][C:20]([O-:22])=[O:21])[CH2:13][C:14]([O-:18])=[O:15])[S:7][C:6]=1[C:25]([O-:27])=[O:26].[OH2:30].[OH2:35].[OH2:2].[OH2:2].[OH2:2].[OH2:2].[OH2:2].[OH2:2].[Sr+2:38].[Sr+2:38]. The catalyst class is: 6. (6) Reactant: [C:1]([N:4]1[CH2:9][CH2:8][CH:7]([N:10]2[C:23](=[O:24])[C@H:22]([NH:25]C(=O)OCC3C=CC=CC=3)[CH2:21][C:20]3[CH:19]=[CH:18][C:17]4[NH:16][N:15]=[CH:14][C:13]=4[C:12]=3[CH2:11]2)[CH2:6][CH2:5]1)(=[O:3])[CH3:2].C1(OC)C=CC=CC=1.[CH3:44][S:45]([OH:48])(=[O:47])=[O:46]. Product: [CH3:44][S:45]([OH:48])(=[O:47])=[O:46].[C:1]([N:4]1[CH2:9][CH2:8][CH:7]([N:10]2[C:23](=[O:24])[C@H:22]([NH2:25])[CH2:21][C:20]3[CH:19]=[CH:18][C:17]4[NH:16][N:15]=[CH:14][C:13]=4[C:12]=3[CH2:11]2)[CH2:6][CH2:5]1)(=[O:3])[CH3:2]. The catalyst class is: 268.